From a dataset of Catalyst prediction with 721,799 reactions and 888 catalyst types from USPTO. Predict which catalyst facilitates the given reaction. (1) Reactant: [Li]C(C)(C)C.Br[C:7]1[CH:8]=[C:9]2[C:13](=[CH:14][CH:15]=1)[NH:12][N:11]=[C:10]2[CH3:16].[C:17](=[O:19])=[O:18]. Product: [CH3:16][C:10]1[C:9]2[C:13](=[CH:14][CH:15]=[C:7]([C:17]([OH:19])=[O:18])[CH:8]=2)[NH:12][N:11]=1. The catalyst class is: 1. (2) The catalyst class is: 12. Reactant: C(OC([N:8]1[CH2:12][CH2:11][C@@H:10]([CH2:13][N:14]2[C:23]3[C:18](=[CH:19][C:20]([I:24])=[CH:21][CH:22]=3)[C:17](=[O:25])[C:16]([C:26]([O:28][CH2:29][CH3:30])=[O:27])=[CH:15]2)[CH2:9]1)=O)(C)(C)C.[ClH:31]. Product: [ClH:31].[I:24][C:20]1[CH:19]=[C:18]2[C:23](=[CH:22][CH:21]=1)[N:14]([CH2:13][C@H:10]1[CH2:11][CH2:12][NH:8][CH2:9]1)[CH:15]=[C:16]([C:26]([O:28][CH2:29][CH3:30])=[O:27])[C:17]2=[O:25]. (3) Reactant: [CH2:1]([CH:3]([C:8]([O:10][CH3:11])=[O:9])[C:4]([O:6][CH3:7])=[O:5])[CH3:2].[CH:12]([C:14]([CH3:16])=[O:15])=[CH2:13].C[O-].[Na+].Cl. Product: [CH2:1]([C:3]([CH2:13][CH2:12][C:14](=[O:15])[CH3:16])([C:8]([O:10][CH3:11])=[O:9])[C:4]([O:6][CH3:7])=[O:5])[CH3:2]. The catalyst class is: 24. (4) Reactant: [C:1](=[O:12])([O:7][C:8]([CH3:11])([CH3:10])[CH3:9])OC(C)(C)C.Cl.Cl.[CH:15]([CH:28]1[CH2:33][NH:32][CH2:31][CH2:30][NH:29]1)([C:22]1[CH:27]=[CH:26][CH:25]=[CH:24][CH:23]=1)[C:16]1[CH:21]=[CH:20][CH:19]=[CH:18][CH:17]=1.C(N(CC)C(C)C)(C)C. Product: [C:8]([O:7][C:1]([N:32]1[CH2:31][CH2:30][NH:29][CH:28]([CH:15]([C:16]2[CH:21]=[CH:20][CH:19]=[CH:18][CH:17]=2)[C:22]2[CH:27]=[CH:26][CH:25]=[CH:24][CH:23]=2)[CH2:33]1)=[O:12])([CH3:9])([CH3:10])[CH3:11]. The catalyst class is: 9.